This data is from Peptide-MHC class II binding affinity with 134,281 pairs from IEDB. The task is: Regression. Given a peptide amino acid sequence and an MHC pseudo amino acid sequence, predict their binding affinity value. This is MHC class II binding data. The peptide sequence is AFKVAATRANAAPAN. The MHC is HLA-DPA10201-DPB11401 with pseudo-sequence YAFFQFSGGAILNTLHLQFEYFDLEKVRVHLDVT. The binding affinity (normalized) is 0.403.